From a dataset of Reaction yield outcomes from USPTO patents with 853,638 reactions. Predict the reaction yield, written as a fraction of the theoretical maximum amount of product (1.0 means a 100% yield; for example, 0.34 means a 34% yield). (1) The reactants are F[C:2]1[CH:3]=[CH:4][C:5]([N+:10]([O-:12])=[O:11])=[C:6]([O:8][CH3:9])[CH:7]=1.[NH:13]1[CH2:18][CH2:17][NH:16][CH2:15][CH:14]1[CH2:19][OH:20].C(N(CC)C(C)C)(C)C.[C:30](OC(=O)C)(=[O:32])[CH3:31]. The catalyst is CC(N(C)C)=O. The product is [OH:20][CH2:19][CH:14]1[CH2:15][N:16]([C:2]2[CH:3]=[CH:4][C:5]([N+:10]([O-:12])=[O:11])=[C:6]([O:8][CH3:9])[CH:7]=2)[CH2:17][CH2:18][N:13]1[C:30](=[O:32])[CH3:31]. The yield is 0.390. (2) The reactants are [O:1]=[C:2]1[CH:10]2[C@H:5]([C@@H]3O[C@H]2C=C3)[C:4](=[O:12])[N:3]1[CH2:13][CH2:14][P:15]([CH2:20][CH2:21][P:22]([CH2:27][CH2:28][C:29]([O:31]CC)=[O:30])([O:24]CC)=[O:23])([O:17]CC)=[O:16].CC(N(C)C)=O.C1(C)C=CC=CC=1.Cl. The catalyst is O. The product is [O:1]=[C:2]1[CH:10]=[CH:5][C:4](=[O:12])[N:3]1[CH2:13][CH2:14][P:15]([CH2:20][CH2:21][P:22]([CH2:27][CH2:28][C:29]([OH:31])=[O:30])([OH:24])=[O:23])([OH:17])=[O:16]. The yield is 0.620.